Predict which catalyst facilitates the given reaction. From a dataset of Catalyst prediction with 721,799 reactions and 888 catalyst types from USPTO. (1) Reactant: [F:1][C:2]1[C:7]2[CH2:8][O:9][CH:10]([C:22]3[CH:27]=[CH:26][C:25]([O:28][CH2:29][CH2:30][N:31]4[CH2:36][CH2:35][CH2:34][CH2:33][CH2:32]4)=[CH:24][CH:23]=3)[C:11]3[C:12](=[CH:13][CH:14]=[C:15]4[C:20]=3[CH:19]=[CH:18][C:17]([OH:21])=[CH:16]4)[C:6]=2[CH:5]=[C:4]([F:37])[C:3]=1[Si](C)(C)C.O.[F-].C([N+](CCCC)(CCCC)CCCC)CCC.[ClH:61].CCOCC. Product: [ClH:61].[F:1][C:2]1[C:7]2[CH2:8][O:9][CH:10]([C:22]3[CH:27]=[CH:26][C:25]([O:28][CH2:29][CH2:30][N:31]4[CH2:32][CH2:33][CH2:34][CH2:35][CH2:36]4)=[CH:24][CH:23]=3)[C:11]3[C:12](=[CH:13][CH:14]=[C:15]4[C:20]=3[CH:19]=[CH:18][C:17]([OH:21])=[CH:16]4)[C:6]=2[CH:5]=[C:4]([F:37])[CH:3]=1. The catalyst class is: 10. (2) Reactant: C[O:2][C:3](=[O:35])[CH2:4][CH2:5][C:6]1[CH:11]=[CH:10][C:9]([O:12][CH:13]([CH3:33])[CH2:14][CH2:15][O:16][C:17]2[CH:22]=[CH:21][C:20]([CH2:23][CH3:24])=[CH:19][C:18]=2[C:25](=[O:32])[C:26]2[CH:31]=[CH:30][CH:29]=[CH:28][CH:27]=2)=[CH:8][C:7]=1[CH3:34].[OH-].[Na+]. Product: [C:25]([C:18]1[CH:19]=[C:20]([CH2:23][CH3:24])[CH:21]=[CH:22][C:17]=1[O:16][CH2:15][CH2:14][CH:13]([CH3:33])[O:12][C:9]1[CH:10]=[CH:11][C:6]([CH2:5][CH2:4][C:3]([OH:35])=[O:2])=[C:7]([CH3:34])[CH:8]=1)(=[O:32])[C:26]1[CH:27]=[CH:28][CH:29]=[CH:30][CH:31]=1. The catalyst class is: 5. (3) Reactant: Cl[C:2]1[CH:7]=[C:6]([NH:8][CH:9]([CH3:11])[CH3:10])[C:5]([N+:12]([O-:14])=[O:13])=[CH:4][N:3]=1.[CH3:15][O:16][CH:17]1[CH2:22][CH2:21][N:20]([C:23]2[N:28]=[C:27]([NH2:29])[CH:26]=[CH:25][N:24]=2)[CH2:19][CH2:18]1.CC(C1C=C(C(C)C)C(C2C=CC=CC=2P(C2CCCCC2)C2CCCCC2)=C(C(C)C)C=1)C.C([O-])([O-])=O.[Cs+].[Cs+]. Product: [CH:9]([NH:8][C:6]1[C:5]([N+:12]([O-:14])=[O:13])=[CH:4][N:3]=[C:2]([NH:29][C:27]2[CH:26]=[CH:25][N:24]=[C:23]([N:20]3[CH2:19][CH2:18][CH:17]([O:16][CH3:15])[CH2:22][CH2:21]3)[N:28]=2)[CH:7]=1)([CH3:11])[CH3:10]. The catalyst class is: 62. (4) Product: [CH3:1][O:2][CH2:3][C:4]1[C:5]([N+:14]([O-:16])=[O:15])=[C:6]([CH2:10][C:11]#[N:12])[CH:7]=[CH:8][CH:9]=1. The catalyst class is: 6. Reactant: [CH3:1][O:2][CH2:3][C:4]1[C:5]([N+:14]([O-:16])=[O:15])=[C:6]([CH2:10][CH:11]=[N:12]O)[CH:7]=[CH:8][CH:9]=1.C(OC(=O)C)(=O)C. (5) Reactant: [N:1]1[CH:6]=[C:5]([CH2:7][NH2:8])[CH:4]=[C:3]([C:9]2[CH:10]=[N:11][CH:12]=[CH:13][CH:14]=2)[CH:2]=1.[C:15](Cl)(=[O:19])[C:16]([CH3:18])=[CH2:17]. Product: [N:1]1[CH:6]=[C:5]([CH2:7][NH:8][C:15](=[O:19])[C:16]([CH3:18])=[CH2:17])[CH:4]=[C:3]([C:9]2[CH:10]=[N:11][CH:12]=[CH:13][CH:14]=2)[CH:2]=1. The catalyst class is: 4.